This data is from Peptide-MHC class I binding affinity with 185,985 pairs from IEDB/IMGT. The task is: Regression. Given a peptide amino acid sequence and an MHC pseudo amino acid sequence, predict their binding affinity value. This is MHC class I binding data. (1) The peptide sequence is AYMDRKSFK. The MHC is HLA-A24:03 with pseudo-sequence HLA-A24:03. The binding affinity (normalized) is 0.279. (2) The MHC is HLA-C05:01 with pseudo-sequence HLA-C05:01. The peptide sequence is MPFIATPPV. The binding affinity (normalized) is 0.0847. (3) The peptide sequence is FQNFVQCPL. The MHC is H-2-Db with pseudo-sequence H-2-Db. The binding affinity (normalized) is 0.358. (4) The peptide sequence is ASWFNSFLTH. The MHC is HLA-A33:01 with pseudo-sequence HLA-A33:01. The binding affinity (normalized) is 0.109. (5) The peptide sequence is YTKKYLLSF. The MHC is HLA-B45:06 with pseudo-sequence HLA-B45:06. The binding affinity (normalized) is 0.213. (6) The peptide sequence is FLPPQIPVI. The MHC is HLA-A03:01 with pseudo-sequence HLA-A03:01. The binding affinity (normalized) is 0.0847. (7) The binding affinity (normalized) is 0.734. The MHC is Patr-A0901 with pseudo-sequence Patr-A0901. The peptide sequence is CWVAVTPTV. (8) The peptide sequence is SRWAISHWL. The MHC is HLA-B27:20 with pseudo-sequence HLA-B27:20. The binding affinity (normalized) is 0.851. (9) The peptide sequence is RVYEALYYV. The MHC is H-2-Db with pseudo-sequence H-2-Db. The binding affinity (normalized) is 0.496. (10) The peptide sequence is FPIKYAAAF. The MHC is Mamu-A2201 with pseudo-sequence Mamu-A2201. The binding affinity (normalized) is 0.989.